This data is from Full USPTO retrosynthesis dataset with 1.9M reactions from patents (1976-2016). The task is: Predict the reactants needed to synthesize the given product. (1) Given the product [Br-:1].[Br-:1].[CH2:2]([N+:16]1[CH:17]=[CH:18][C:19]2[CH2:20][CH2:21][CH2:22][CH2:23][C:24]=2[CH:15]=1)[CH2:3][CH2:4][CH2:5]/[CH:6]=[CH:7]\[CH:8]=[CH:9]/[CH2:10][CH2:11][CH2:12][CH2:13][N+:16]1[CH:17]=[CH:18][C:19]2[CH2:20][CH2:21][CH2:22][CH2:23][C:24]=2[CH:15]=1, predict the reactants needed to synthesize it. The reactants are: [Br:1][CH2:2][CH2:3][CH2:4][CH2:5]/[CH:6]=[CH:7]\[CH:8]=[CH:9]/[CH2:10][CH2:11][CH2:12][CH2:13]Br.[CH:15]1[C:24]2[CH2:23][CH2:22][CH2:21][CH2:20][C:19]=2[CH:18]=[CH:17][N:16]=1. (2) Given the product [CH3:24][O:25][CH2:26][CH2:27][CH2:28][CH2:29][CH2:30][CH2:31][CH2:32][O:1][C:2]1[CH:3]=[CH:4][C:5]([CH2:8][NH:9][C:10](=[O:18])[C:11]2[CH:16]=[CH:15][CH:14]=[N:13][C:12]=2[NH2:17])=[CH:6][CH:7]=1, predict the reactants needed to synthesize it. The reactants are: [OH:1][C:2]1[CH:7]=[CH:6][C:5]([CH2:8][NH:9][C:10](=[O:18])[C:11]2[CH:16]=[CH:15][CH:14]=[N:13][C:12]=2[NH2:17])=[CH:4][CH:3]=1.CS(O)(=O)=O.[CH3:24][O:25][CH2:26][CH2:27][CH2:28][CH2:29][CH2:30][CH2:31][CH3:32].C(=O)([O-])[O-].[Cs+].[Cs+].CN(C=O)C. (3) Given the product [C:47]([N:37]1[CH2:36][CH2:35][CH:34]([CH2:33][CH2:32][C:3]2[C:4]([O:30][CH3:31])=[N:5][C:6]3[C:11]([C:2]=2[Cl:1])=[CH:10][C:9]([C:12]([C:24]2[N:28]([CH3:29])[CH:27]=[N:26][CH:25]=2)([C:14]2[CH:15]=[N:16][C:17]([C:20]([F:22])([F:23])[F:21])=[CH:18][CH:19]=2)[OH:13])=[CH:8][CH:7]=3)[CH2:39][CH2:38]1)(=[O:49])[CH3:48], predict the reactants needed to synthesize it. The reactants are: [Cl:1][C:2]1[C:11]2[C:6](=[CH:7][CH:8]=[C:9]([C:12]([C:24]3[N:28]([CH3:29])[CH:27]=[N:26][CH:25]=3)([C:14]3[CH:15]=[N:16][C:17]([C:20]([F:23])([F:22])[F:21])=[CH:18][CH:19]=3)[OH:13])[CH:10]=2)[N:5]=[C:4]([O:30][CH3:31])[C:3]=1[CH2:32][CH2:33][CH:34]1[CH2:39][CH2:38][NH:37][CH2:36][CH2:35]1.CCN(CC)CC.[C:47](OC(=O)C)(=[O:49])[CH3:48].